Predict the product of the given reaction. From a dataset of Forward reaction prediction with 1.9M reactions from USPTO patents (1976-2016). (1) Given the reactants Br[C:2]1[C:10]2[N:9]3[CH2:11][CH2:12][NH:13][C:14](=[O:15])[C:8]3=[C:7]([CH3:16])[C:6]=2[CH:5]=[C:4]([Cl:17])[CH:3]=1.[F:18][C:19]1[N:24]=[CH:23][C:22](B(O)O)=[CH:21][CH:20]=1, predict the reaction product. The product is: [Cl:17][C:4]1[CH:3]=[C:2]([C:22]2[CH:23]=[N:24][C:19]([F:18])=[CH:20][CH:21]=2)[C:10]2[N:9]3[CH2:11][CH2:12][NH:13][C:14](=[O:15])[C:8]3=[C:7]([CH3:16])[C:6]=2[CH:5]=1. (2) Given the reactants [NH:1]1[CH2:6][CH2:5][CH:4]([C:7]2[CH:15]=[CH:14][CH:13]=[C:12]3[C:8]=2[CH2:9][C:10](=[O:16])[NH:11]3)[CH2:3][CH2:2]1.[CH3:17][S:18]([C:21]1[C:22]([C:29]2[CH:34]=[CH:33][CH:32]=[CH:31][CH:30]=2)=[C:23]([CH:27]=O)[NH:24][C:25]=1[CH3:26])(=[O:20])=[O:19].CC1(C)C(C)(C)OB(C2C=CC=C3C=2C=CN3)O1.N1CCCCC1, predict the reaction product. The product is: [CH3:17][S:18]([C:21]1[C:22]([C:29]2[CH:34]=[CH:33][CH:32]=[CH:31][CH:30]=2)=[C:23](/[CH:27]=[C:9]2\[C:10](=[O:16])[NH:11][C:12]3[C:8]\2=[C:7]([CH:4]2[CH2:3][CH2:2][NH:1][CH2:6][CH2:5]2)[CH:15]=[CH:14][CH:13]=3)[NH:24][C:25]=1[CH3:26])(=[O:20])=[O:19]. (3) Given the reactants [NH:1]1[N:9]2[CH:4]([O:5][CH2:6][CH:7]=[CH:8]2)[CH2:3][CH:2]1[CH2:10][OH:11], predict the reaction product. The product is: [N:1]1[N:9]2[C:4]([O:5][CH2:6][CH2:7][CH2:8]2)=[CH:3][C:2]=1[CH:10]=[O:11].